From a dataset of Full USPTO retrosynthesis dataset with 1.9M reactions from patents (1976-2016). Predict the reactants needed to synthesize the given product. (1) Given the product [Cl:4][C:5]1[C:6]([C:1]#[N:2])=[N:7][CH:8]=[C:9]([C:11]([F:14])([F:13])[F:12])[CH:10]=1, predict the reactants needed to synthesize it. The reactants are: [C-:1]#[N:2].[Na+].[Cl:4][C:5]1[C:6](F)=[N:7][CH:8]=[C:9]([C:11]([F:14])([F:13])[F:12])[CH:10]=1. (2) Given the product [BrH:32].[NH2:10][CH2:11][C:12]([N:15]1[C:19]2=[N:20][CH:21]=[N:22][C:23]([NH2:24])=[C:18]2[C:17]([C:25]2[CH:30]=[CH:29][CH:28]=[CH:27][CH:26]=2)=[N:16]1)([CH3:14])[CH3:13], predict the reactants needed to synthesize it. The reactants are: C(OC(=O)[NH:10][CH2:11][C:12]([N:15]1[C:19]2=[N:20][CH:21]=[N:22][C:23]([NH2:24])=[C:18]2[C:17]([C:25]2[CH:30]=[CH:29][CH:28]=[CH:27][CH:26]=2)=[N:16]1)([CH3:14])[CH3:13])C1C=CC=CC=1.[BrH:32].CCOCC. (3) Given the product [C:20]1([C:7]2[CH2:12][O:11][CH2:10][CH2:9][C:8]=2[C:13]([O:15][CH2:16][CH3:17])=[O:14])[CH:25]=[CH:24][CH:23]=[CH:22][CH:21]=1, predict the reactants needed to synthesize it. The reactants are: FC(F)(F)S(O[C:7]1[CH2:12][O:11][CH2:10][CH2:9][C:8]=1[C:13]([O:15][CH2:16][CH3:17])=[O:14])(=O)=O.[C:20]1(B(O)O)[CH:25]=[CH:24][CH:23]=[CH:22][CH:21]=1.C(=O)([O-])[O-].[K+].[K+]. (4) Given the product [C:17]1([C:7]2[CH:12]=[CH:11][CH:10]=[CH:9][CH:8]=2)[CH:39]=[CH:38][C:20]([CH2:21][N:22]([S:34]([CH3:37])(=[O:36])=[O:35])[CH2:23][CH2:24][CH2:25][CH2:26][CH2:27][CH2:28][C:29]([O:31][CH2:32][CH3:33])=[O:30])=[CH:19][CH:18]=1, predict the reactants needed to synthesize it. The reactants are: C([O-])([O-])=O.[Na+].[Na+].[C:7]1(B(O)O)[CH:12]=[CH:11][CH:10]=[CH:9][CH:8]=1.I[C:17]1[CH:39]=[CH:38][C:20]([CH2:21][N:22]([S:34]([CH3:37])(=[O:36])=[O:35])[CH2:23][CH2:24][CH2:25][CH2:26][CH2:27][CH2:28][C:29]([O:31][CH2:32][CH3:33])=[O:30])=[CH:19][CH:18]=1. (5) Given the product [NH:13]([C:20]([O:22][C:23]([CH3:26])([CH3:25])[CH3:24])=[O:21])[C:14]([C:17]([NH:27][C@H:28]([C:33]([NH:35][C:36]1[CH:41]=[CH:40][CH:39]=[CH:38][CH:37]=1)=[O:34])[CH2:29][CH:30]([CH3:32])[CH3:31])=[O:19])([CH3:15])[CH3:16], predict the reactants needed to synthesize it. The reactants are: CCN=C=NCCCN(C)C.Cl.[NH:13]([C:20]([O:22][C:23]([CH3:26])([CH3:25])[CH3:24])=[O:21])[C:14]([C:17]([OH:19])=O)([CH3:16])[CH3:15].[NH2:27][C@H:28]([C:33]([NH:35][C:36]1[CH:41]=[CH:40][CH:39]=[CH:38][CH:37]=1)=[O:34])[CH2:29][CH:30]([CH3:32])[CH3:31].